From a dataset of Full USPTO retrosynthesis dataset with 1.9M reactions from patents (1976-2016). Predict the reactants needed to synthesize the given product. (1) Given the product [Cl:8][C:6]1[CH:5]=[C:4]([C:9]2[CH:14]=[C:13]([Cl:15])[CH:12]=[CH:11][C:10]=2[O:16][CH3:17])[N:3]=[C:2]([NH:25][C:22]2[CH:23]=[CH:24][C:19]([CH3:18])=[CH:20][CH:21]=2)[CH:7]=1, predict the reactants needed to synthesize it. The reactants are: Cl[C:2]1[CH:7]=[C:6]([Cl:8])[CH:5]=[C:4]([C:9]2[CH:14]=[C:13]([Cl:15])[CH:12]=[CH:11][C:10]=2[O:16][CH3:17])[N:3]=1.[CH3:18][C:19]1[CH:20]=[CH:21][C:22]([NH2:25])=[CH:23][CH:24]=1.CC(C)([O-])C.[Na+].C1(P(C2C=CC=CC=2)C2C=CC3C(=CC=CC=3)C=2C2C3C(=CC=CC=3)C=CC=2P(C2C=CC=CC=2)C2C=CC=CC=2)C=CC=CC=1. (2) Given the product [CH2:1]([O:8][C:9]([N:11]1[CH:17]([C:18]2[NH:19][C:20]3[CH:25]=[C:24]([Br:26])[CH:23]=[CH:22][C:21]=3[N:27]=2)[CH2:16][C:13]2([CH2:15][CH2:14]2)[CH2:12]1)=[O:10])[C:2]1[CH:7]=[CH:6][CH:5]=[CH:4][CH:3]=1, predict the reactants needed to synthesize it. The reactants are: [CH2:1]([O:8][C:9]([N:11]1[CH:17]([C:18](=O)[NH:19][C:20]2[CH:25]=[C:24]([Br:26])[CH:23]=[CH:22][C:21]=2[NH2:27])[CH2:16][C:13]2([CH2:15][CH2:14]2)[CH2:12]1)=[O:10])[C:2]1[CH:7]=[CH:6][CH:5]=[CH:4][CH:3]=1.C(OC(N1C(C(=O)NC2C=CC(Br)=CC=2N)CC2(CC2)C1)=O)C1C=CC=CC=1. (3) Given the product [Cl:10][C:11]1[CH:16]=[CH:15][CH:14]=[CH:13][C:12]=1[N:1]1[C:9]2[C:4](=[CH:5][CH:6]=[CH:7][CH:8]=2)[CH:3]=[CH:2]1, predict the reactants needed to synthesize it. The reactants are: [NH:1]1[C:9]2[C:4](=[CH:5][CH:6]=[CH:7][CH:8]=2)[CH:3]=[CH:2]1.[Cl:10][C:11]1[CH:16]=[CH:15][CH:14]=[CH:13][C:12]=1I. (4) Given the product [F:8][CH:9]([F:12])[CH2:10][O:11][C:14]1[CH:15]=[N:16][CH:17]=[CH:18][C:19]=1[C:20]1[S:21][C:22]2[C:27]([N:28]=1)=[CH:26][C:25]([C:29]([F:32])([F:30])[F:31])=[CH:24][N:23]=2, predict the reactants needed to synthesize it. The reactants are: [H-].[Na+].CN(C=O)C.[F:8][CH:9]([F:12])[CH2:10][OH:11].F[C:14]1[CH:15]=[N:16][CH:17]=[CH:18][C:19]=1[C:20]1[S:21][C:22]2[C:27]([N:28]=1)=[CH:26][C:25]([C:29]([F:32])([F:31])[F:30])=[CH:24][N:23]=2. (5) The reactants are: [NH2:1][C:2]1[S:3][C:4]2[CH:10]=[C:9]([S:11][C:12]#[N:13])[CH:8]=[CH:7][C:5]=2[N:6]=1.[CH:14]1([C:17](Cl)=[O:18])[CH2:16][CH2:15]1. Given the product [CH:14]1([C:17]([NH:1][C:2]2[S:3][C:4]3[CH:10]=[C:9]([S:11][C:12]#[N:13])[CH:8]=[CH:7][C:5]=3[N:6]=2)=[O:18])[CH2:16][CH2:15]1, predict the reactants needed to synthesize it. (6) Given the product [NH2:21][C:9]1[CH:8]=[C:7]([O:6][CH2:5][C:4]2[CH:24]=[CH:25][CH:26]=[C:2]([Br:1])[CH:3]=2)[CH:20]=[CH:19][C:10]=1[O:11][C:12]1[CH:17]=[CH:16][C:15]([OH:18])=[CH:14][CH:13]=1, predict the reactants needed to synthesize it. The reactants are: [Br:1][C:2]1[CH:3]=[C:4]([CH:24]=[CH:25][CH:26]=1)[CH2:5][O:6][C:7]1[CH:20]=[CH:19][C:10]([O:11][C:12]2[CH:17]=[CH:16][C:15]([OH:18])=[CH:14][CH:13]=2)=[C:9]([N+:21]([O-])=O)[CH:8]=1.[Cl-].[NH4+]. (7) Given the product [F:26][C:23]1[CH:22]=[CH:21][C:20]([C:18]2[O:19][C:15]3[CH:14]=[C:13]([N:8]([CH2:7][CH:6]([NH:62][C:56]4[CH:61]=[CH:60][CH:59]=[CH:58][CH:57]=4)[CH3:48])[S:9]([CH3:12])(=[O:10])=[O:11])[C:32]([C:33]4[CH:38]=[CH:37][CH:36]=[C:35]([C:39]5[O:40][C:41]6[C:42]([N:47]=5)=[N:43][CH:44]=[CH:45][CH:46]=6)[CH:34]=4)=[CH:31][C:16]=3[C:17]=2[C:27]([NH:28][CH3:29])=[O:30])=[CH:25][CH:24]=1, predict the reactants needed to synthesize it. The reactants are: CS(O[CH:6]([CH3:48])[CH2:7][N:8]([C:13]1[C:32]([C:33]2[CH:38]=[CH:37][CH:36]=[C:35]([C:39]3[O:40][C:41]4[C:42]([N:47]=3)=[N:43][CH:44]=[CH:45][CH:46]=4)[CH:34]=2)=[CH:31][C:16]2[C:17]([C:27](=[O:30])[NH:28][CH3:29])=[C:18]([C:20]3[CH:25]=[CH:24][C:23]([F:26])=[CH:22][CH:21]=3)[O:19][C:15]=2[CH:14]=1)[S:9]([CH3:12])(=[O:11])=[O:10])(=O)=O.CCN(CC)CC.[C:56]1([NH2:62])[CH:61]=[CH:60][CH:59]=[CH:58][CH:57]=1. (8) Given the product [N:1]1([C:7]([C:9]2[CH:14]=[CH:13][C:12]([C:15]3[CH:16]=[C:17]([C:33]([F:36])([F:34])[F:35])[C:18]4[O:22][CH:21]([CH2:23][NH:24][C:25](=[O:31])[O:26][C:27]([CH3:30])([CH3:28])[CH3:29])[CH2:20][C:19]=4[CH:32]=3)=[CH:11][CH:10]=2)=[O:8])[CH2:6][CH2:5][O:4][CH2:3][CH2:2]1, predict the reactants needed to synthesize it. The reactants are: [N:1]1([C:7]([C:9]2[CH:14]=[CH:13][C:12]([C:15]3[CH:16]=[C:17]([C:33]([F:36])([F:35])[F:34])[C:18]4[O:22][C:21]([CH2:23][NH:24][C:25](=[O:31])[O:26][C:27]([CH3:30])([CH3:29])[CH3:28])=[CH:20][C:19]=4[CH:32]=3)=[CH:11][CH:10]=2)=[O:8])[CH2:6][CH2:5][O:4][CH2:3][CH2:2]1. (9) Given the product [CH3:13][O:8][C:7](=[O:9])[C:6]1[CH:10]=[C:2]([Br:1])[CH:3]=[CH:4][C:5]=1[CH3:11], predict the reactants needed to synthesize it. The reactants are: [Br:1][C:2]1[CH:3]=[CH:4][C:5]([CH3:11])=[C:6]([CH:10]=1)[C:7]([OH:9])=[O:8].[Si](C=[N+]=[N-])(C)(C)[CH3:13].